From a dataset of Cav3 T-type calcium channel HTS with 100,875 compounds. Binary Classification. Given a drug SMILES string, predict its activity (active/inactive) in a high-throughput screening assay against a specified biological target. (1) The drug is S(=O)(=O)(CCC(=O)NC1CCCCC1)Cc1ccccc1. The result is 0 (inactive). (2) The drug is S(CC(=O)N1CCN(CC1)c1ccc(OC)cc1)c1n(c(nn1)COc1c(c(ccc1)C)C)CC. The result is 0 (inactive). (3) The drug is O=C1C(=c2\c3c([nH]cc2)cccc3)/C(=O)c2c1cccc2. The result is 0 (inactive). (4) The molecule is OC1C(CCN(C1)Cc1cccnc1)c1ccc(OC)cc1. The result is 0 (inactive). (5) The compound is O(c1ncnc2c1cccc2)CC(=O)NC(=O)NCc1ccccc1. The result is 0 (inactive). (6) The drug is Clc1ccc(OCc2oc(SCC(OC3CCCCC3)=O)nn2)cc1. The result is 0 (inactive). (7) The molecule is Brc1c(cc(OC)c(OCC(=O)Nc2c(cccc2)C)c1)/C=N\NC(=O)N. The result is 0 (inactive).